Dataset: Catalyst prediction with 721,799 reactions and 888 catalyst types from USPTO. Task: Predict which catalyst facilitates the given reaction. (1) The catalyst class is: 21. Product: [CH2:1]([O:9][C:10]1[C:11]([C:20]([O:22][CH2:1][C:2]2[CH:7]=[CH:6][CH:5]=[CH:4][CH:3]=2)=[O:21])=[CH:12][C:13]2[C:18]([CH:19]=1)=[CH:17][CH:16]=[CH:15][CH:14]=2)[C:2]1[CH:7]=[CH:6][CH:5]=[CH:4][CH:3]=1. Reactant: [CH2:1](Br)[C:2]1[CH:7]=[CH:6][CH:5]=[CH:4][CH:3]=1.[OH:9][C:10]1[C:11]([C:20]([OH:22])=[O:21])=[CH:12][C:13]2[C:18]([CH:19]=1)=[CH:17][CH:16]=[CH:15][CH:14]=2.C(=O)([O-])[O-].[K+].[K+]. (2) The catalyst class is: 36. Reactant: C[O:2][C:3]([CH:5]1[CH2:14][C:13]2[C:8](=[C:9]([Br:17])[CH:10]=[CH:11][C:12]=2[O:15][CH3:16])[C:7]([CH2:18][CH:19]2[CH2:23][CH2:22][CH2:21][CH2:20]2)=[N:6]1)=[O:4].[Li+].[OH-]. Product: [Br:17][C:9]1[CH:10]=[CH:11][C:12]([O:15][CH3:16])=[C:13]2[C:8]=1[C:7]([CH2:18][CH:19]1[CH2:23][CH2:22][CH2:21][CH2:20]1)=[N:6][C:5]([C:3]([OH:4])=[O:2])=[CH:14]2.